From a dataset of Forward reaction prediction with 1.9M reactions from USPTO patents (1976-2016). Predict the product of the given reaction. (1) The product is: [ClH:21].[CH3:20][O:19][C@@H:13]([C@@H:9]1[CH2:10][CH2:11][CH2:12][NH:8]1)[C@@H:14]([CH3:18])[C:15]([OH:17])=[O:16]. Given the reactants C(OC([N:8]1[CH2:12][CH2:11][CH2:10][C@H:9]1[C@H:13]([O:19][CH3:20])[C@@H:14]([CH3:18])[C:15]([OH:17])=[O:16])=O)(C)(C)C.[ClH:21].O1CCOCC1, predict the reaction product. (2) Given the reactants C(N(CC)CCNC(C1C=CC2C(=CC=C(I)C=2)C=1)=O)C.[I:22][C:23]1[CH:24]=[C:25]2[C:30](=[CH:31][CH:32]=1)[N:29]=[C:28]([C:33]([O:35][CH2:36][CH3:37])=[O:34])[CH:27]=[N:26]2.[NH2:38][CH2:39][CH2:40][CH2:41][CH2:42][N:43]([CH2:47][CH2:48][CH3:49])[CH2:44][CH2:45][CH3:46], predict the reaction product. The product is: [CH2:47]([N:43]([CH2:44][CH2:45][CH3:46])[CH2:42][CH2:41][CH2:40][CH2:39][NH:38][C:33]([C:28]1[CH:27]=[N:26][C:25]2[C:30](=[CH:31][CH:32]=[C:23]([I:22])[CH:24]=2)[N:29]=1)=[O:35])[CH2:48][CH3:49].[I:22][C:23]1[CH:24]=[C:25]2[C:30](=[CH:31][CH:32]=1)[N:29]=[C:28]([C:33]([O:35][CH2:36][CH3:37])=[O:34])[CH:27]=[N:26]2. (3) Given the reactants Cl.[NH2:2][C@@H:3]1[CH2:5][C@H:4]1[C:6]1[S:10][CH:9]=[C:8]([C:11]([O:13][CH3:14])=[O:12])[CH:7]=1.[C:15](=[O:18])([O-])[OH:16].[Na+].[C:20]1(=O)[CH2:23][CH2:22][CH2:21]1.[BH4-].[Na+], predict the reaction product. The product is: [C:4]([O:16][C:15]([N:2]([CH:20]1[CH2:23][CH2:22][CH2:21]1)[C@@H:3]1[CH2:5][C@H:4]1[C:6]1[S:10][CH:9]=[C:8]([C:11]([O:13][CH3:14])=[O:12])[CH:7]=1)=[O:18])([CH3:6])([CH3:5])[CH3:3]. (4) Given the reactants [Br:1][C:2]1[CH:3]=[C:4]([N+:12]([O-])=O)[CH:5]=[C:6]2[C:11]=1[N:10]=[CH:9][CH:8]=[CH:7]2.[Cl-].[NH4+].C(O)C, predict the reaction product. The product is: [Br:1][C:2]1[CH:3]=[C:4]([NH2:12])[CH:5]=[C:6]2[C:11]=1[N:10]=[CH:9][CH:8]=[CH:7]2. (5) Given the reactants [NH2:1][C@@H:2]([CH2:33][C:34]1[CH:39]=[CH:38][CH:37]=[CH:36][CH:35]=1)[C@@H:3]([OH:32])[CH2:4][C@H:5]([NH:19][C:20]([C@@H:22]([NH:27][C:28](=[O:31])[O:29][CH3:30])[C:23]([CH3:26])([CH3:25])[CH3:24])=[O:21])[CH2:6][C:7]1[CH:12]=[CH:11][C:10]([C:13]2[CH:18]=[CH:17][CH:16]=[CH:15][N:14]=2)=[CH:9][CH:8]=1.[CH3:40][C:41]([CH3:53])([CH3:52])[C@H:42]([N:46]1[CH2:50][CH2:49][NH:48][C:47]1=[O:51])[C:43](O)=[O:44].CCOP(ON1N=NC2C=CC=CC=2C1=O)(OCC)=O.C(N(CC)C(C)C)(C)C, predict the reaction product. The product is: [CH3:40][C:41]([CH3:53])([CH3:52])[C@H:42]([N:46]1[CH2:50][CH2:49][NH:48][C:47]1=[O:51])[C:43]([NH:1][C@@H:2]([CH2:33][C:34]1[CH:35]=[CH:36][CH:37]=[CH:38][CH:39]=1)[C@@H:3]([OH:32])[CH2:4][C@H:5]([NH:19][C:20]([C@@H:22]([NH:27][C:28](=[O:31])[O:29][CH3:30])[C:23]([CH3:26])([CH3:25])[CH3:24])=[O:21])[CH2:6][C:7]1[CH:12]=[CH:11][C:10]([C:13]2[CH:18]=[CH:17][CH:16]=[CH:15][N:14]=2)=[CH:9][CH:8]=1)=[O:44]. (6) Given the reactants [Br:1][C:2]1[N:7]=[CH:6][C:5]([CH2:8]O)=[CH:4][CH:3]=1.C1(P(C2C=CC=CC=2)C2C=CC=CC=2)C=CC=CC=1.C(Br)(Br)(Br)[Br:30], predict the reaction product. The product is: [Br:1][C:2]1[CH:3]=[CH:4][C:5]([CH2:8][Br:30])=[CH:6][N:7]=1.